Predict which catalyst facilitates the given reaction. From a dataset of Catalyst prediction with 721,799 reactions and 888 catalyst types from USPTO. (1) Reactant: Cl.Cl.[NH2:3][C:4]1[C:9]2=[C:10]([C:21]3[S:22][C:23]4[C:29]([O:30][CH3:31])=[CH:28][C:27]([CH3:32])=[CH:26][C:24]=4[CH:25]=3)[C:11]([CH2:13][NH:14][CH2:15][C:16]([O:18]CC)=O)=[CH:12][N:8]2[N:7]=[CH:6][N:5]=1.[NH3:33]. Product: [NH2:3][C:4]1[C:9]2=[C:10]([C:21]3[S:22][C:23]4[C:29]([O:30][CH3:31])=[CH:28][C:27]([CH3:32])=[CH:26][C:24]=4[CH:25]=3)[C:11]([CH2:13][NH:14][CH2:15][C:16]([NH2:33])=[O:18])=[CH:12][N:8]2[N:7]=[CH:6][N:5]=1. The catalyst class is: 5. (2) Reactant: [F:1][C:2]([F:11])([F:10])[C:3]1[CH:4]=[C:5]([CH:7]=[CH:8][CH:9]=1)[NH2:6].[N:12]([O-])=O.[Na+].NC(N)=O.N(O)=O.C.[ClH:24]. Product: [Cl-:24].[F:1][C:2]([F:10])([F:11])[C:3]1[CH:4]=[C:5]([N+:6]#[N:12])[CH:7]=[CH:8][CH:9]=1. The catalyst class is: 6. (3) Product: [Br:1][CH2:2]/[C:3](/[CH3:7])=[CH:4]/[CH2:5][O:16][C:10]1[C:9]([F:8])=[CH:14][CH:13]=[CH:12][C:11]=1[F:15]. Reactant: [Br:1][CH2:2][C:3]([CH3:7])=[CH:4][CH2:5]Br.[F:8][C:9]1[CH:14]=[CH:13][CH:12]=[C:11]([F:15])[C:10]=1[OH:16].C([O-])([O-])=O.[K+].[K+]. The catalyst class is: 21. (4) Reactant: C[O:2][C:3](=[O:23])[C:4]1[C:5](=[C:10]([O:14][CH2:15][C:16]2[CH:21]=[CH:20][C:19]([Cl:22])=[CH:18][CH:17]=2)[CH:11]=[CH:12][CH:13]=1)[C:6]([O:8]C)=[O:7]. Product: [Cl:22][C:19]1[CH:20]=[CH:21][C:16]([CH2:15][O:14][C:10]2[CH:11]=[CH:12][CH:13]=[C:4]([C:3]([OH:23])=[O:2])[C:5]=2[C:6]([OH:8])=[O:7])=[CH:17][CH:18]=1. The catalyst class is: 74. (5) Reactant: NC1C=CC(C(OC)=O)=CN=1.C(C1C=CC=CC=1C(O)=O)CC1C=CC=CC=1.[CH2:29]([C:37]1[CH:54]=[CH:53][CH:52]=[CH:51][C:38]=1[CH:39]=[N:40][C:41]1[CH:46]=[CH:45][C:44]([C:47]([O:49][CH3:50])=[O:48])=[CH:43][N:42]=1)[CH2:30][C:31]1[CH:36]=[CH:35][CH:34]=[CH:33][CH:32]=1. Product: [CH2:29]([C:37]1[CH:54]=[CH:53][CH:52]=[CH:51][C:38]=1[CH2:39][NH:40][C:41]1[CH:46]=[CH:45][C:44]([C:47]([O:49][CH3:50])=[O:48])=[CH:43][N:42]=1)[CH2:30][C:31]1[CH:32]=[CH:33][CH:34]=[CH:35][CH:36]=1. The catalyst class is: 11. (6) Reactant: [C:1]([O:8]CC)(=O)[C:2]([O:4][CH2:5][CH3:6])=[O:3].[CH3:11][NH:12]C(O)C. Product: [CH3:11][N:12]1[CH2:6][CH2:5][O:4][C:2](=[O:3])[C:1]1=[O:8]. The catalyst class is: 11. (7) Reactant: [C:1]1([N:7]2[C:11]([C:12]#[N:13])=[CH:10][N:9]=[N:8]2)[CH:6]=[CH:5][CH:4]=[CH:3][CH:2]=1.[CH2:14]([Mg]Cl)[C:15]1[CH:20]=[CH:19][CH:18]=[CH:17][CH:16]=1.CC(O)CC.[BH4-].[Na+]. Product: [C:15]1([CH2:14][CH:12]([C:11]2[N:7]([C:1]3[CH:2]=[CH:3][CH:4]=[CH:5][CH:6]=3)[N:8]=[N:9][CH:10]=2)[NH2:13])[CH:20]=[CH:19][CH:18]=[CH:17][CH:16]=1. The catalyst class is: 83.